Dataset: Full USPTO retrosynthesis dataset with 1.9M reactions from patents (1976-2016). Task: Predict the reactants needed to synthesize the given product. Given the product [O:1]1[CH:5]=[CH:4][CH:3]=[C:2]1[C:6]1([NH2:7])[CH2:9][CH2:8]1, predict the reactants needed to synthesize it. The reactants are: [O:1]1[CH:5]=[CH:4][CH:3]=[C:2]1[C:6]#[N:7].[CH3:8][CH2:9][Mg+].[Br-].B(F)(F)F.CCOCC.[OH-].[Na+].